This data is from Catalyst prediction with 721,799 reactions and 888 catalyst types from USPTO. The task is: Predict which catalyst facilitates the given reaction. (1) Reactant: Cl[C:2]1[CH:7]=[CH:6][C:5]([C:8]([F:11])([F:10])[F:9])=[CH:4][C:3]=1[N+:12]([O-:14])=[O:13].[SH:15][C:16]1[CH:21]=[CH:20][C:19]([NH:22][C:23](=[O:25])[CH3:24])=[CH:18][CH:17]=1.C([O-])([O-])=O.[K+].[K+]. Product: [N+:12]([C:3]1[CH:4]=[C:5]([C:8]([F:11])([F:10])[F:9])[CH:6]=[CH:7][C:2]=1[S:15][C:16]1[CH:17]=[CH:18][C:19]([NH:22][C:23](=[O:25])[CH3:24])=[CH:20][CH:21]=1)([O-:14])=[O:13]. The catalyst class is: 18. (2) Reactant: [Cl:1][C:2]1[N:3]=[C:4]2[NH:12][C@H:11]([C:13]([F:16])([F:15])[F:14])[CH2:10][CH2:9][N:5]2[C:6](=[O:8])[CH:7]=1.C(=O)([O-])[O-].[Cs+].[Cs+].Br.Br[CH2:25][C:26]([C:28]1[CH:29]=[N:30][CH:31]=[CH:32][C:33]=1[CH3:34])=[O:27]. Product: [Cl:1][C:2]1[N:3]=[C:4]2[N:12]([CH2:25][C:26]([C:28]3[CH:29]=[N:30][CH:31]=[CH:32][C:33]=3[CH3:34])=[O:27])[C@H:11]([C:13]([F:14])([F:15])[F:16])[CH2:10][CH2:9][N:5]2[C:6](=[O:8])[CH:7]=1. The catalyst class is: 10. (3) Reactant: Cl[C:2]1[N:3]=[C:4]2[CH:19]=[CH:18][CH:17]=[N:16][C:5]2=[N:6][C:7]=1[C:8]#[C:9][C:10]1[CH:15]=[CH:14][CH:13]=[CH:12][CH:11]=1.Cl[C:21]1N=[C:23]2[CH:31]=[CH:30]C=N[C:24]2=[N:25][C:26]=1Cl.C1(C#C)C=CC=CC=1.C(N(CC)CC)C.C1(P(C2C=CC=CC=2)C2C=CC=CC=2)C=CC=CC=1.CS(C)=[O:68]. Product: [C:10]1([C:9]#[C:8][C:7]2[N:6]=[C:5]3[N:16]=[CH:17][CH:18]=[CH:19][C:4]3=[N:3][C:2]=2[O:68][CH2:21][CH2:26][N:25]2[CH2:24][CH2:23][CH2:31][CH2:30]2)[CH:15]=[CH:14][CH:13]=[CH:12][CH:11]=1. The catalyst class is: 167. (4) Reactant: [F:1][C:2]1[C:7]([O:8][CH3:9])=[CH:6][C:5]([O:10][CH3:11])=[CH:4][C:3]=1[C:12]1[N:17]=[CH:16][C:15]2[C:18]([I:27])=[N:19][N:20]([CH:21]3[CH2:26][CH2:25][CH2:24][CH2:23][O:22]3)[C:14]=2[CH:13]=1.S(Cl)([Cl:31])(=O)=O. Product: [Cl:31][C:4]1[C:5]([O:10][CH3:11])=[CH:6][C:7]([O:8][CH3:9])=[C:2]([F:1])[C:3]=1[C:12]1[N:17]=[CH:16][C:15]2[C:18]([I:27])=[N:19][N:20]([CH:21]3[CH2:26][CH2:25][CH2:24][CH2:23][O:22]3)[C:14]=2[CH:13]=1. The catalyst class is: 2. (5) Reactant: [CH2:1]([O:8][C:9]1[CH:10]=[C:11]([CH:16]=[C:17]([N+:27]([O-:29])=[O:28])[C:18]=1[O:19][CH2:20][C:21]1[CH:26]=[CH:25][CH:24]=[CH:23][CH:22]=1)[C:12]([NH2:15])=[N:13][OH:14])[C:2]1[CH:7]=[CH:6][CH:5]=[CH:4][CH:3]=1.[C:30](O)(=O)[CH3:31]. Product: [CH2:1]([O:8][C:9]1[CH:10]=[C:11]([C:12]2[N:15]=[C:30]([CH3:31])[O:14][N:13]=2)[CH:16]=[C:17]([N+:27]([O-:29])=[O:28])[C:18]=1[O:19][CH2:20][C:21]1[CH:26]=[CH:25][CH:24]=[CH:23][CH:22]=1)[C:2]1[CH:7]=[CH:6][CH:5]=[CH:4][CH:3]=1. The catalyst class is: 391.